From a dataset of Forward reaction prediction with 1.9M reactions from USPTO patents (1976-2016). Predict the product of the given reaction. (1) Given the reactants [F:1][C:2]1[CH:7]=[CH:6][C:5]([F:8])=[CH:4][C:3]=1[CH:9]([S:25]([C:28]1[CH:33]=[CH:32][C:31]([F:34])=[CH:30][CH:29]=1)(=[O:27])=[O:26])[C:10]1[C:11]([CH3:24])=[CH:12][C:13]([C:16]([NH:18][CH2:19][CH2:20][CH2:21][S:22][CH3:23])=[O:17])=[N:14][CH:15]=1.ClC1C=CC=C(C(OO)=[O:43])C=1.[OH-].[Na+], predict the reaction product. The product is: [F:1][C:2]1[CH:7]=[CH:6][C:5]([F:8])=[CH:4][C:3]=1[CH:9]([S:25]([C:28]1[CH:29]=[CH:30][C:31]([F:34])=[CH:32][CH:33]=1)(=[O:26])=[O:27])[C:10]1[C:11]([CH3:24])=[CH:12][C:13]([C:16]([NH:18][CH2:19][CH2:20][CH2:21][S:22]([CH3:23])=[O:43])=[O:17])=[N:14][CH:15]=1. (2) Given the reactants C([O:3][C:4](=[O:17])[C:5]([F:16])([F:15])[C:6]1[CH:11]=[CH:10][C:9]([N+:12]([O-:14])=[O:13])=[CH:8][CH:7]=1)C.[OH-].[Na+].Cl, predict the reaction product. The product is: [F:15][C:5]([F:16])([C:6]1[CH:7]=[CH:8][C:9]([N+:12]([O-:14])=[O:13])=[CH:10][CH:11]=1)[C:4]([OH:17])=[O:3].